Dataset: Reaction yield outcomes from USPTO patents with 853,638 reactions. Task: Predict the reaction yield, written as a fraction of the theoretical maximum amount of product (1.0 means a 100% yield; for example, 0.34 means a 34% yield). (1) The reactants are CC1C=CC(S(O[CH2:12][C@H:13]2[CH2:15][O:14]2)(=O)=O)=CC=1.C(=O)([O-])[O-].[K+].[K+].[CH3:22][NH:23][C:24]([C:26]1[CH:27]=[C:28]2[C:33](=[CH:34][C:35]=1[OH:36])[N:32]=[CH:31][CH:30]=[C:29]2[O:37][C:38]1[CH:43]=[CH:42][C:41]([NH:44][C:45]([NH:47][CH3:48])=[O:46])=[C:40]([Cl:49])[CH:39]=1)=[O:25].[CH2:50]([NH:52][CH2:53][CH3:54])[CH3:51]. The catalyst is O.C(OCC)(=O)C.O1CCCC1.CN(C)C=O. The product is [CH3:22][NH:23][C:24]([C:26]1[CH:27]=[C:28]2[C:33](=[CH:34][C:35]=1[O:36][CH2:15][C@H:13]([OH:14])[CH2:12][N:52]([CH2:53][CH3:54])[CH2:50][CH3:51])[N:32]=[CH:31][CH:30]=[C:29]2[O:37][C:38]1[CH:43]=[CH:42][C:41]([NH:44][C:45]([NH:47][CH3:48])=[O:46])=[C:40]([Cl:49])[CH:39]=1)=[O:25]. The yield is 0.452. (2) The catalyst is C(Cl)Cl. The yield is 0.760. The reactants are [Br:1][C:2]1[CH:7]=[C:6]([F:8])[CH:5]=[CH:4][C:3]=1[CH:9]1[N:14]=[C:13]([C:15]2[S:16][CH:17]=[CH:18][N:19]=2)[NH:12][C:11]([CH2:20][N:21]2[CH2:26][CH2:25][O:24][CH2:23][CH:22]2[C:27](O)=[O:28])=[C:10]1[C:30]([O:32][CH2:33][CH3:34])=[O:31].Cl.[CH3:36][O:37][NH2:38].CCN=C=NCCCN(C)C.Cl.C1C=NC2N(O)N=NC=2C=1. The product is [Br:1][C:2]1[CH:7]=[C:6]([F:8])[CH:5]=[CH:4][C:3]=1[CH:9]1[C:10]([C:30]([O:32][CH2:33][CH3:34])=[O:31])=[C:11]([CH2:20][N:21]2[CH2:26][CH2:25][O:24][CH2:23][C@H:22]2[C:27](=[O:28])[NH:38][O:37][CH3:36])[NH:12][C:13]([C:15]2[S:16][CH:17]=[CH:18][N:19]=2)=[N:14]1. (3) The reactants are [CH3:1][C:2]([C:4]1[CH:9]=[CH:8][C:7]([OH:10])=[C:6]([O:11][CH3:12])[CH:5]=1)=[O:3].[CH2:13](Br)[C:14]1[CH:19]=[CH:18][CH:17]=[CH:16][CH:15]=1.C(=O)([O-])[O-].[K+].[K+]. The catalyst is CN(C=O)C. The product is [CH2:13]([O:10][C:7]1[CH:8]=[CH:9][C:4]([C:2](=[O:3])[CH3:1])=[CH:5][C:6]=1[O:11][CH3:12])[C:14]1[CH:19]=[CH:18][CH:17]=[CH:16][CH:15]=1. The yield is 0.990. (4) The reactants are Cl.Cl.[C:3]([O:7][C:8]([N:10]([C@@H:24]1[CH2:28][CH2:27][NH:26][CH2:25]1)[C:11]1[N:16]=[CH:15][C:14](/[CH:17]=[CH:18]/[C:19]([O:21][CH2:22][CH3:23])=[O:20])=[CH:13][CH:12]=1)=[O:9])([CH3:6])([CH3:5])[CH3:4].C(N(C(C)C)CC)(C)C.[CH:38]1([CH:43]=O)[CH2:42][CH2:41][CH2:40][CH2:39]1.C(O[BH-](OC(=O)C)OC(=O)C)(=O)C.[Na+].C(=O)(O)[O-].[Na+]. The catalyst is ClCCCl. The product is [C:3]([O:7][C:8]([N:10]([C@@H:24]1[CH2:28][CH2:27][N:26]([CH2:43][CH:38]2[CH2:42][CH2:41][CH2:40][CH2:39]2)[CH2:25]1)[C:11]1[N:16]=[CH:15][C:14](/[CH:17]=[CH:18]/[C:19]([O:21][CH2:22][CH3:23])=[O:20])=[CH:13][CH:12]=1)=[O:9])([CH3:4])([CH3:5])[CH3:6]. The yield is 1.00. (5) The product is [Cl:29][C:13]1[C:12]2[CH:17]=[CH:18][S:19][C:11]=2[C:10]2[CH:9]=[CH:8][CH:7]=[C:6]([C:3]3[NH:4][CH:5]=[N:1][N:2]=3)[C:15]=2[N:14]=1. The catalyst is C(#N)C. The reactants are [N:1]1[N:2]=[C:3]([C:6]2[C:15]3[NH:14][C:13](=O)[C:12]4[CH:17]=[CH:18][S:19][C:11]=4[C:10]=3[CH:9]=[CH:8][CH:7]=2)[NH:4][CH:5]=1.C(N(CC)CC)C.P(Cl)(Cl)([Cl:29])=O.CO. The yield is 0.880. (6) The yield is 0.650. The reactants are [Cl:1][C:2]1[CH:7]=[CH:6][C:5]([C@H:8]2[CH2:17][CH2:16][N:15]3[C:10](=[N:11][N:12]4[C:21]([C:22]5([CH3:28])SCCCS5)=[N:20][CH:19]=[C:13]4[C:14]3=[O:18])[NH:9]2)=[CH:4][CH:3]=1.O.CC(OI1(OC(C)=O)(OC(C)=O)OC(=O)C2C=CC=CC1=2)=[O:32]. The product is [C:22]([C:21]1[N:12]2[C:13]([C:14](=[O:18])[N:15]3[CH2:16][CH2:17][C@H:8]([C:5]4[CH:6]=[CH:7][C:2]([Cl:1])=[CH:3][CH:4]=4)[NH:9][C:10]3=[N:11]2)=[CH:19][N:20]=1)(=[O:32])[CH3:28]. The catalyst is CC#N.C(Cl)Cl. (7) The reactants are [CH2:1]([O:5][C:6]1[CH:7]=[C:8]([CH:19]=[CH:20][CH:21]=1)[C:9]([C:11]1[C:12]([C:17]#[N:18])=[N:13][CH:14]=[CH:15][CH:16]=1)=O)[CH:2]([CH3:4])[CH3:3].[CH3:22][C:23]([S:26]([NH2:28])=[O:27])([CH3:25])[CH3:24]. No catalyst specified. The product is [C:17]([C:12]1[C:11]([C:9]([C:8]2[CH:19]=[CH:20][CH:21]=[C:6]([O:5][CH2:1][CH:2]([CH3:4])[CH3:3])[CH:7]=2)=[N:28][S:26]([C:23]([CH3:25])([CH3:24])[CH3:22])=[O:27])=[CH:16][CH:15]=[CH:14][N:13]=1)#[N:18]. The yield is 0.950. (8) The reactants are [CH2:1]([O:3][C:4]1[CH:10]=[CH:9][C:7]([NH2:8])=[CH:6][CH:5]=1)[CH3:2].[C:11]([Si:15]([CH3:23])([CH3:22])[O:16][CH2:17][CH2:18][C@@H:19]1[CH2:21][O:20]1)([CH3:14])([CH3:13])[CH3:12]. The catalyst is CCO.O. The product is [C:11]([Si:15]([CH3:23])([CH3:22])[O:16][CH2:17][CH2:18][C@@H:19]([OH:20])[CH2:21][NH:8][C:7]1[CH:9]=[CH:10][C:4]([O:3][CH2:1][CH3:2])=[CH:5][CH:6]=1)([CH3:12])([CH3:14])[CH3:13]. The yield is 0.620. (9) The catalyst is C(N(CC)CC)C.[Cu]I.Cl[Pd](Cl)([P](C1C=CC=CC=1)(C1C=CC=CC=1)C1C=CC=CC=1)[P](C1C=CC=CC=1)(C1C=CC=CC=1)C1C=CC=CC=1. The product is [N+:9]([C:7]1[CH:6]=[CH:5][C:3]([NH2:4])=[C:2]([C:13]#[C:12][C:14]2[CH:19]=[CH:18][CH:17]=[CH:16][CH:15]=2)[CH:8]=1)([O-:11])=[O:10]. The yield is 0.140. The reactants are Br[C:2]1[CH:8]=[C:7]([N+:9]([O-:11])=[O:10])[CH:6]=[CH:5][C:3]=1[NH2:4].[C:12]([C:14]1[CH:19]=[CH:18][CH:17]=[CH:16][CH:15]=1)#[CH:13].